This data is from Full USPTO retrosynthesis dataset with 1.9M reactions from patents (1976-2016). The task is: Predict the reactants needed to synthesize the given product. (1) The reactants are: [Cl:1][C:2]1[CH:3]=[C:4]2[C:8](=[CH:9][CH:10]=1)[NH:7][C:6]([S:11]([N:14]1[CH2:19][C:18](=[O:20])[N:17]3[CH2:21][C:22]4([N:32]([CH3:33])[C:16]3([CH2:34][O:35][CH3:36])[CH2:15]1)[CH2:27][CH2:26][N:25]([C:28](=[O:31])[CH2:29][CH3:30])[CH2:24][CH2:23]4)(=[O:13])=[O:12])=[CH:5]2.C(O)(=O)C#C.CCN=C=NCCCN(C)C.Cl.O. Given the product [Cl:1][C:2]1[CH:3]=[C:4]2[C:8](=[CH:9][CH:10]=1)[NH:7][C:6]([S:11]([N:14]1[CH2:19][C:18](=[O:20])[N:17]3[CH2:21][C:22]4([N:32]([CH3:33])[C:16]3([CH2:34][O:35][CH3:36])[CH2:15]1)[CH2:23][CH2:24][N:25]([C:28](=[O:31])[C:29]#[CH:30])[CH2:26][CH2:27]4)(=[O:12])=[O:13])=[CH:5]2, predict the reactants needed to synthesize it. (2) Given the product [CH3:19][O:20][C:21](=[O:38])[CH:22]([N:9]1[C:10]2[C:6](=[CH:5][C:4]([N+:1]([O-:3])=[O:2])=[CH:12][CH:11]=2)[CH:7]=[CH:8]1)[CH2:23][C:24]1[CH:25]=[CH:26][CH:27]=[CH:28][CH:29]=1, predict the reactants needed to synthesize it. The reactants are: [N+:1]([C:4]1[CH:5]=[C:6]2[C:10](=[CH:11][CH:12]=1)[NH:9][CH:8]=[CH:7]2)([O-:3])=[O:2].C(=O)([O-])[O-].[Cs+].[Cs+].[CH3:19][O:20][C:21](=[O:38])[CH:22](OS(C(F)(F)F)(=O)=O)[CH2:23][C:24]1[CH:29]=[CH:28][CH:27]=[CH:26][CH:25]=1.CCCCCC. (3) Given the product [NH2:14][C:15]1[CH:20]=[CH:19][C:18]([C@H:21]2[O:26][CH2:25][CH2:24][N:23]([C:27]([O:29][C:30]([CH3:32])([CH3:31])[CH3:33])=[O:28])[CH2:22]2)=[C:17]([F:34])[CH:16]=1, predict the reactants needed to synthesize it. The reactants are: C1(C(=[N:14][C:15]2[CH:20]=[CH:19][C:18]([C@H:21]3[O:26][CH2:25][CH2:24][N:23]([C:27]([O:29][C:30]([CH3:33])([CH3:32])[CH3:31])=[O:28])[CH2:22]3)=[C:17]([F:34])[CH:16]=2)C2C=CC=CC=2)C=CC=CC=1.C([O-])(=O)C.[Na+].Cl.NO. (4) Given the product [Cl:1][C:2]1[C:7]([F:8])=[CH:6][CH:5]=[C:4]([Cl:9])[C:3]=1[CH:10]([O:12][C:13]1[C:14]([NH2:24])=[N:15][CH:16]=[C:17]([C:19]2[CH:23]=[N:22][N:21]([CH2:26][P:27]([CH3:29])([CH3:28])=[O:30])[CH:20]=2)[CH:18]=1)[CH3:11], predict the reactants needed to synthesize it. The reactants are: [Cl:1][C:2]1[C:7]([F:8])=[CH:6][CH:5]=[C:4]([Cl:9])[C:3]=1[CH:10]([O:12][C:13]1[C:14]([NH2:24])=[N:15][CH:16]=[C:17]([C:19]2[CH:20]=[N:21][NH:22][CH:23]=2)[CH:18]=1)[CH3:11].Cl[CH2:26][P:27](=[O:30])([CH3:29])[CH3:28]. (5) Given the product [OH2:6].[C:20]([OH:32])(=[O:31])[CH2:21][C:22]([CH2:27][C:28]([OH:30])=[O:29])([C:24]([OH:26])=[O:25])[OH:23].[C:3]([O-:15])(=[O:14])[CH2:4][C:5]([CH2:10][C:11]([O-:13])=[O:12])([C:7]([O-:9])=[O:8])[OH:6], predict the reactants needed to synthesize it. The reactants are: O.O.[C:3]([O-:15])(=[O:14])[CH2:4][C:5]([CH2:10][C:11]([O-:13])=[O:12])([C:7]([O-:9])=[O:8])[OH:6].[Na+].[Na+].[Na+].O.[C:20]([OH:32])(=[O:31])[CH2:21][C:22]([CH2:27][C:28]([OH:30])=[O:29])([C:24]([OH:26])=[O:25])[OH:23].